Predict the product of the given reaction. From a dataset of Forward reaction prediction with 1.9M reactions from USPTO patents (1976-2016). (1) Given the reactants O1CCCCC1[N:7]1[C:15]2[C:10](=[CH:11][C:12]([C:16]3[N:20]=[CH:19][N:18](C(C4C=CC=CC=4)(C4C=CC=CC=4)C4C=CC=CC=4)[N:17]=3)=[CH:13][CH:14]=2)[C:9]([C:40]2[CH:41]=[C:42]([CH:47]=[CH:48][CH:49]=2)[C:43]([O:45]C)=[O:44])=[N:8]1.[OH-].[Na+], predict the reaction product. The product is: [NH:18]1[CH:19]=[N:20][C:16]([C:12]2[CH:11]=[C:10]3[C:15](=[CH:14][CH:13]=2)[NH:7][N:8]=[C:9]3[C:40]2[CH:41]=[C:42]([CH:47]=[CH:48][CH:49]=2)[C:43]([OH:45])=[O:44])=[N:17]1. (2) The product is: [CH:3]([NH:5][C:10](=[O:13])[O:9][CH2:8][C:7]([CH2:12][OH:11])([CH3:6])[CH2:14][CH2:15][CH3:16])([CH3:4])[CH3:2]. Given the reactants Cl.[CH3:2][CH:3]([NH2:5])[CH3:4].[CH3:6][C:7]1([CH2:14][CH2:15][CH3:16])[CH2:12][O:11][C:10](=[O:13])[O:9][CH2:8]1, predict the reaction product. (3) Given the reactants [C:1]([C:5]1[CH:6]=[C:7]([B:13]2[O:17][C:16]([CH3:19])([CH3:18])[C:15]([CH3:21])([CH3:20])[O:14]2)[CH:8]=[C:9]([O:11]C)[CH:10]=1)([CH3:4])([CH3:3])[CH3:2].B(Br)(Br)Br, predict the reaction product. The product is: [C:1]([C:5]1[CH:10]=[C:9]([OH:11])[CH:8]=[C:7]([B:13]2[O:14][C:15]([CH3:21])([CH3:20])[C:16]([CH3:19])([CH3:18])[O:17]2)[CH:6]=1)([CH3:4])([CH3:2])[CH3:3]. (4) The product is: [CH2:43]([N:24]([CH:20]([CH2:21][CH:22]=[CH2:23])[CH2:19][O:18][Si:1]([C:14]([CH3:17])([CH3:16])[CH3:15])([C:2]1[CH:7]=[CH:6][CH:5]=[CH:4][CH:3]=1)[C:8]1[CH:9]=[CH:10][CH:11]=[CH:12][CH:13]=1)[S:25]([C:28]1[CH:29]=[CH:30][C:31]([CH3:34])=[CH:32][CH:33]=1)(=[O:27])=[O:26])[CH:42]=[CH2:41]. Given the reactants [Si:1]([O:18][CH2:19][CH:20]([NH:24][S:25]([C:28]1[CH:33]=[CH:32][C:31]([CH3:34])=[CH:30][CH:29]=1)(=[O:27])=[O:26])[CH2:21][CH:22]=[CH2:23])([C:14]([CH3:17])([CH3:16])[CH3:15])([C:8]1[CH:13]=[CH:12][CH:11]=[CH:10][CH:9]=1)[C:2]1[CH:7]=[CH:6][CH:5]=[CH:4][CH:3]=1.C([O-])([O-])=O.[Cs+].[Cs+].[CH2:41](Br)[CH:42]=[CH2:43], predict the reaction product. (5) The product is: [CH2:12]([NH:19][C:2]1[C:3]2[N:11]=[CH:10][CH:9]=[CH:8][C:4]=2[N:5]=[CH:6][N:7]=1)[C:13]1[CH:18]=[CH:17][CH:16]=[CH:15][CH:14]=1. Given the reactants Cl[C:2]1[C:3]2[N:11]=[CH:10][CH:9]=[CH:8][C:4]=2[N:5]=[CH:6][N:7]=1.[CH2:12]([NH2:19])[C:13]1[CH:18]=[CH:17][CH:16]=[CH:15][CH:14]=1.Cl, predict the reaction product. (6) Given the reactants [CH:1]1([NH:4][C:5]([C:7]2[C:16](=[O:17])[C:15]3[C:10](=[N:11][CH:12]=[CH:13][CH:14]=3)[N:9]([C:18]3[CH:23]=[CH:22][CH:21]=[C:20]([C:24]4[CH:29]=[CH:28][C:27]([S:30][CH2:31][CH3:32])=[CH:26][CH:25]=4)[CH:19]=3)[CH:8]=2)=[O:6])[CH2:3][CH2:2]1.C(Cl)Cl.O.O.O.O.O.O.C(O[O-])(=O)C1C(=CC=CC=1)C([O-])=[O:46].[Mg+2], predict the reaction product. The product is: [CH:1]1([NH:4][C:5]([C:7]2[C:16](=[O:17])[C:15]3[C:10](=[N:11][CH:12]=[CH:13][CH:14]=3)[N:9]([C:18]3[CH:23]=[CH:22][CH:21]=[C:20]([C:24]4[CH:25]=[CH:26][C:27]([S:30]([CH2:31][CH3:32])=[O:46])=[CH:28][CH:29]=4)[CH:19]=3)[CH:8]=2)=[O:6])[CH2:3][CH2:2]1. (7) The product is: [F:17][C:3]([C:13]([F:16])([F:15])[F:14])([C:2]([F:19])([F:18])[F:1])[CH2:4][CH:5]([C:9]([F:12])([F:11])[F:10])[CH2:6][CH2:7][SH:22]. Given the reactants [F:1][C:2]([F:19])([F:18])[C:3]([F:17])([C:13]([F:16])([F:15])[F:14])[CH2:4][CH:5]([C:9]([F:12])([F:11])[F:10])[CH2:6][CH2:7]I.NC(N)=[S:22], predict the reaction product. (8) Given the reactants [Cl:1][CH2:2][C:3]([NH:5][C:6]1[CH:11]=[C:10]([N:12]2[CH:16]=[CH:15][CH:14]=[N:13]2)N=C(C2OC=CC=2)N=1)=[O:4].[CH3:22][C:23]1[O:27][C:26]([C:28]([NH2:30])=[NH:29])=[CH:25][CH:24]=1.[CH3:31]C1C=C(C)NN=1, predict the reaction product. The product is: [Cl:1][CH:2]([CH3:31])[C:3]([NH:5][C:6]1[CH:11]=[C:10]([N:12]2[CH:16]=[CH:15][CH:14]=[N:13]2)[N:30]=[C:28]([C:26]2[O:27][C:23]([CH3:22])=[CH:24][CH:25]=2)[N:29]=1)=[O:4]. (9) Given the reactants [CH2:1]([NH2:8])[C:2]1[CH:7]=[CH:6][CH:5]=[CH:4][CH:3]=1.[CH3:9][S:10](Cl)(=[O:12])=[O:11], predict the reaction product. The product is: [CH2:1]([NH:8][S:10]([CH3:9])(=[O:12])=[O:11])[C:2]1[CH:7]=[CH:6][CH:5]=[CH:4][CH:3]=1.